This data is from Forward reaction prediction with 1.9M reactions from USPTO patents (1976-2016). The task is: Predict the product of the given reaction. (1) Given the reactants [S:1]1[CH:5]=[CH:4][CH:3]=[C:2]1[CH2:6][C:7]#[N:8].Br[CH2:10][CH2:11]Cl, predict the reaction product. The product is: [S:1]1[CH:5]=[CH:4][CH:3]=[C:2]1[C:6]1([C:7]#[N:8])[CH2:11][CH2:10]1. (2) Given the reactants [NH2:1][C@@H:2]1[CH2:7][CH2:6][N:5]([C:8]2[C:9]([Cl:32])=[C:10]([NH:16][C:17]3[N:22]=[C:21]([NH:23][CH:24]4[CH2:26][CH2:25]4)[C:20]4=[N:27][CH:28]=[C:29]([C:30]#[N:31])[N:19]4[N:18]=3)[CH:11]=[C:12]([C:14]#[N:15])[CH:13]=2)[CH2:4][C@H:3]1[O:33][Si:34]([C:37]([CH3:40])([CH3:39])[CH3:38])([CH3:36])[CH3:35].C(OC)(OC)OC.CC(O)=O.[O:52]1[CH2:55][C:54](=O)[CH2:53]1, predict the reaction product. The product is: [Si:34]([O:33][C@H:3]1[C@H:2]([NH:1][CH:54]2[CH2:55][O:52][CH2:53]2)[CH2:7][CH2:6][N:5]([C:8]2[C:9]([Cl:32])=[C:10]([NH:16][C:17]3[N:22]=[C:21]([NH:23][CH:24]4[CH2:25][CH2:26]4)[C:20]4=[N:27][CH:28]=[C:29]([C:30]#[N:31])[N:19]4[N:18]=3)[CH:11]=[C:12]([C:14]#[N:15])[CH:13]=2)[CH2:4]1)([C:37]([CH3:40])([CH3:39])[CH3:38])([CH3:35])[CH3:36]. (3) Given the reactants [CH2:1]([O:3][C:4]([N:6]1[CH2:11][CH2:10][NH:9][CH2:8][CH2:7]1)=[O:5])[CH3:2].[OH-].[OH-].[CH:14]([C:17]1[CH:18]=[C:19]([B+2])[CH:20]=[CH:21][CH:22]=1)([CH3:16])[CH3:15].[CH:24](=O)[CH2:25][OH:26], predict the reaction product. The product is: [CH2:1]([O:3][C:4]([N:6]1[CH2:7][CH2:8][N:9]([CH:24]([C:19]2[CH:20]=[CH:21][CH:22]=[C:17]([CH:14]([CH3:16])[CH3:15])[CH:18]=2)[CH2:25][OH:26])[CH2:10][CH2:11]1)=[O:5])[CH3:2]. (4) The product is: [Cl:11][C:12]1[CH:17]=[C:16]([O:8][CH:6]([CH3:7])[CH:5]([O:9][CH3:10])[O:4][CH3:3])[N:15]=[CH:14][N:13]=1. Given the reactants [H-].[Na+].[CH3:3][O:4][CH:5]([O:9][CH3:10])[CH:6]([OH:8])[CH3:7].[Cl:11][C:12]1[CH:17]=[C:16](Cl)[N:15]=[CH:14][N:13]=1.[Cl-].[NH4+], predict the reaction product.